Dataset: Forward reaction prediction with 1.9M reactions from USPTO patents (1976-2016). Task: Predict the product of the given reaction. (1) Given the reactants Br[CH2:2][C:3]1[CH:8]=[CH:7][C:6]([C:9]2[CH:13]=[C:12]([C:14]([NH2:16])=[O:15])[O:11][N:10]=2)=[CH:5][CH:4]=1.[Cl:17][C:18]1[CH:19]=[CH:20][C:21]([CH3:25])=[C:22]([OH:24])[CH:23]=1.C([O-])([O-])=O.[K+].[K+], predict the reaction product. The product is: [Cl:17][C:18]1[CH:19]=[CH:20][C:21]([CH3:25])=[C:22]([CH:23]=1)[O:24][CH2:2][C:3]1[CH:8]=[CH:7][C:6]([C:9]2[CH:13]=[C:12]([C:14]([NH2:16])=[O:15])[O:11][N:10]=2)=[CH:5][CH:4]=1. (2) Given the reactants [CH2:1]([O:8][C:9]1[CH:16]=[CH:15][C:12]([CH:13]=O)=[CH:11][CH:10]=1)[C:2]1[CH:7]=[CH:6][CH:5]=[CH:4][CH:3]=1.[C:17]([NH:21][OH:22])([CH3:20])([CH3:19])[CH3:18].O.C1(C)C=CC(S(O)(=O)=O)=CC=1, predict the reaction product. The product is: [CH2:1]([O:8][C:9]1[CH:16]=[CH:15][C:12]([CH:13]=[N+:21]([C:17]([CH3:20])([CH3:19])[CH3:18])[O-:22])=[CH:11][CH:10]=1)[C:2]1[CH:7]=[CH:6][CH:5]=[CH:4][CH:3]=1. (3) Given the reactants [CH3:1][S:2]([OH:5])(=[O:4])=[O:3].[Si]([O:13][CH2:14][CH2:15][N:16]([C:42]#[N:43])[C:17]1[CH:22]=[CH:21][C:20]([NH:23][C:24]([C:26]2[C:31]([C:32]([NH:34][C:35]3[CH:40]=[CH:39][C:38]([CH3:41])=[CH:37][N:36]=3)=[O:33])=[N:30][CH:29]=[CH:28][N:27]=2)=[O:25])=[CH:19][CH:18]=1)(C(C)(C)C)(C)C, predict the reaction product. The product is: [CH3:1][S:2]([OH:5])(=[O:4])=[O:3].[NH:43]=[C:42]1[N:16]([C:17]2[CH:22]=[CH:21][C:20]([NH:23][C:24]([C:26]3[C:31]([C:32]([NH:34][C:35]4[CH:40]=[CH:39][C:38]([CH3:41])=[CH:37][N:36]=4)=[O:33])=[N:30][CH:29]=[CH:28][N:27]=3)=[O:25])=[CH:19][CH:18]=2)[CH2:15][CH2:14][O:13]1. (4) The product is: [CH2:16]1[C:4]2=[C:3]([CH:1]=[O:2])[C:11]3[CH:10]=[CH:9][CH:8]=[CH:7][C:6]=3[N:5]2[CH2:12][CH2:13][NH:14][CH2:15]1. Given the reactants [CH:1]([C:3]1[C:11]2[CH:10]=[CH:9][CH:8]=[CH:7][C:6]=2[N:5]2[CH2:12][CH2:13][N:14](C(OC(C)(C)C)=O)[CH2:15][CH2:16][C:4]=12)=[O:2].Cl, predict the reaction product. (5) Given the reactants Br[C:2]1[CH:3]=[N:4][CH:5]=[CH:6][C:7]=1[CH2:8][O:9][C:10]1[CH:11]=[N:12][C:13]([N:16]2[CH2:21][CH2:20][N:19]([C:22]3[N:26]=[C:25]([CH:27]4[CH2:29][CH2:28]4)[O:24][N:23]=3)[CH2:18][C@H:17]2[CH3:30])=[N:14][CH:15]=1.CC1(C)C2C=CC=C(P(C3C=CC=CC=3)C3C=CC=CC=3)C=2OC2C1=CC=CC=2P(C1C=CC=CC=1)C1C=CC=CC=1.[CH3:73][N:74](C=O)C, predict the reaction product. The product is: [CH:27]1([C:25]2[O:24][N:23]=[C:22]([N:19]3[CH2:20][CH2:21][N:16]([C:13]4[N:12]=[CH:11][C:10]([O:9][CH2:8][C:7]5[C:2]([C:73]#[N:74])=[CH:3][N:4]=[CH:5][CH:6]=5)=[CH:15][N:14]=4)[C@H:17]([CH3:30])[CH2:18]3)[N:26]=2)[CH2:29][CH2:28]1. (6) Given the reactants [NH:1]1[CH2:6][CH2:5][CH2:4][C@@H:3]([N:7]2[CH:11]=[C:10]([C:12]3[CH:13]=[C:14]4[C:18](=[CH:19][CH:20]=3)[NH:17][N:16]=[C:15]4[C:21]3[CH:26]=[CH:25][N:24]=[CH:23][CH:22]=3)[N:9]=[N:8]2)[CH2:2]1.F[C:28]1[CH:35]=[CH:34][CH:33]=[C:32]([F:36])[C:29]=1[CH:30]=O.[C:37](O[BH-](OC(=O)C)OC(=O)C)(=O)C.[Na+], predict the reaction product. The product is: [F:36][C:32]1[CH:33]=[CH:34][CH:35]=[C:28]([CH3:37])[C:29]=1[CH2:30][N:1]1[CH2:6][CH2:5][CH2:4][C@@H:3]([N:7]2[CH:11]=[C:10]([C:12]3[CH:13]=[C:14]4[C:18](=[CH:19][CH:20]=3)[NH:17][N:16]=[C:15]4[C:21]3[CH:26]=[CH:25][N:24]=[CH:23][CH:22]=3)[N:9]=[N:8]2)[CH2:2]1. (7) Given the reactants [CH2:1]([N:8]1[CH:17]=[C:16]([CH2:18][C:19]2[C:27]3[C:22](=[CH:23][CH:24]=[C:25]([F:28])[CH:26]=3)[N:21]([CH2:29][C:30]([O:32]C)=[O:31])[C:20]=2[CH3:34])[C:15]2[C:10](=[CH:11][CH:12]=[CH:13][CH:14]=2)[C:9]1=[O:35])[C:2]1[CH:7]=[CH:6][CH:5]=[CH:4][CH:3]=1.C1COCC1.[OH-].[Li+].Cl, predict the reaction product. The product is: [CH2:1]([N:8]1[CH:17]=[C:16]([CH2:18][C:19]2[C:27]3[C:22](=[CH:23][CH:24]=[C:25]([F:28])[CH:26]=3)[N:21]([CH2:29][C:30]([OH:32])=[O:31])[C:20]=2[CH3:34])[C:15]2[C:10](=[CH:11][CH:12]=[CH:13][CH:14]=2)[C:9]1=[O:35])[C:2]1[CH:3]=[CH:4][CH:5]=[CH:6][CH:7]=1. (8) Given the reactants Cl[C:2]1[N:7]=[CH:6][C:5]2[CH:8]=[N:9][N:10]([C:11]3[N:16]=[C:15]([N:17]4[CH2:23][CH2:22][CH2:21][N:20]([C:24]([O:26][C:27]([CH3:30])([CH3:29])[CH3:28])=[O:25])[CH2:19][CH2:18]4)[CH:14]=[N:13][CH:12]=3)[C:4]=2[CH:3]=1.[F:31][C:32]1[C:37](B2OC(C)(C)C(C)(C)O2)=[CH:36][C:35]([CH3:47])=[CH:34][N:33]=1.C([O-])(=O)C.[K+].C(=O)([O-])[O-].[Na+].[Na+], predict the reaction product. The product is: [F:31][C:32]1[C:37]([C:2]2[N:7]=[CH:6][C:5]3[CH:8]=[N:9][N:10]([C:11]4[N:16]=[C:15]([N:17]5[CH2:23][CH2:22][CH2:21][N:20]([C:24]([O:26][C:27]([CH3:30])([CH3:29])[CH3:28])=[O:25])[CH2:19][CH2:18]5)[CH:14]=[N:13][CH:12]=4)[C:4]=3[CH:3]=2)=[CH:36][C:35]([CH3:47])=[CH:34][N:33]=1. (9) The product is: [NH2:9][C@H:10]1[CH2:15][CH2:14][O:13][CH2:12][C@H:11]1[C:16]([O:18][CH2:19][CH3:20])=[O:17]. Given the reactants C1([C@@H]([NH:9][C@H:10]2[CH2:15][CH2:14][O:13][CH2:12][C@H:11]2[C:16]([O:18][CH2:19][CH3:20])=[O:17])C)C=CC=CC=1, predict the reaction product. (10) The product is: [Cl:1][C:2]1[CH:3]=[C:4]2[C@@:5]3([CH2:11][CH2:12][NH:13][C@@H:14]3[C:15]3[CH:20]=[CH:19][CH:18]=[CH:17][CH:16]=3)[CH2:6][NH:7][C:8]2=[CH:9][CH:10]=1. Given the reactants [Cl:1][C:2]1[CH:3]=[C:4]2[C:8](=[CH:9][CH:10]=1)[NH:7][CH:6]=[C:5]2[CH2:11][CH2:12][NH2:13].[CH:14](=O)[C:15]1[CH:20]=[CH:19][CH:18]=[CH:17][CH:16]=1.B(Cl)([C@H]1[C@H](C)[C@@H]2C(C)(C)[C@@H](C2)C1)[C@H]1[C@H](C)[C@@H]2C(C)(C)[C@@H](C2)C1.[OH-].[Na+], predict the reaction product.